Predict the reactants needed to synthesize the given product. From a dataset of Full USPTO retrosynthesis dataset with 1.9M reactions from patents (1976-2016). (1) Given the product [CH3:13][O:12][C:11]1[CH:10]=[C:9]([CH3:14])[C:8]2[NH:7][C:6](=[O:15])[C:5]3[S:16][CH:17]=[CH:18][C:4]=3[C:3]=2[C:2]=1[C:34]1[CH:33]=[CH:32][C:31]([C:20]([CH3:30])([CH3:19])[CH2:21][NH:22][C:23](=[O:29])[O:24][C:25]([CH3:27])([CH3:26])[CH3:28])=[CH:36][CH:35]=1, predict the reactants needed to synthesize it. The reactants are: Br[C:2]1[C:3]2[C:4]3[CH:18]=[CH:17][S:16][C:5]=3[C:6](=[O:15])[NH:7][C:8]=2[C:9]([CH3:14])=[CH:10][C:11]=1[O:12][CH3:13].[CH3:19][C:20]([C:31]1[CH:36]=[CH:35][C:34](B2OC(C)(C)C(C)(C)O2)=[CH:33][CH:32]=1)([CH3:30])[CH2:21][NH:22][C:23](=[O:29])[O:24][C:25]([CH3:28])([CH3:27])[CH3:26]. (2) The reactants are: Cl.[CH3:2][NH:3][C@@H:4]([CH2:8][C:9]1[CH:14]=[CH:13][CH:12]=[CH:11][CH:10]=1)[CH2:5][C:6]#[N:7].[C:15](Cl)(=[O:22])[C:16]1[CH:21]=[CH:20][CH:19]=[CH:18][CH:17]=1.C(=O)([O-])[O-].[K+].[K+].CCOC(C)=O. Given the product [CH2:8]([C@H:4]([N:3]([CH3:2])[C:15](=[O:22])[C:16]1[CH:21]=[CH:20][CH:19]=[CH:18][CH:17]=1)[CH2:5][C:6]#[N:7])[C:9]1[CH:14]=[CH:13][CH:12]=[CH:11][CH:10]=1, predict the reactants needed to synthesize it.